This data is from Full USPTO retrosynthesis dataset with 1.9M reactions from patents (1976-2016). The task is: Predict the reactants needed to synthesize the given product. (1) Given the product [OH:14][C:13]1[CH:17]=[CH:16][C:10]([CH3:19])=[C:9]([CH:12]=1)[C:8]([O:7][CH2:5][CH3:6])=[O:11], predict the reactants needed to synthesize it. The reactants are: [Cl-].[Al+3].[Cl-].[Cl-].[CH2:5]([O:7][C:8](=[O:11])[C:9]#[CH:10])[CH3:6].[CH3:12][C:13]1[O:14]C=[CH:16][CH:17]=1.O.[CH2:19](Cl)Cl. (2) Given the product [Cl:23][C:17]1[CH:18]=[C:19]([Cl:22])[CH:20]=[CH:21][C:16]=1[CH:5]1[N:6]=[C:7]([C:9]2[C:14]([F:15])=[CH:13][CH:12]=[CH:11][N:10]=2)[NH:8][C:3]([CH2:2][N:29]2[CH2:34][CH2:33][O:32][CH2:31][CH:30]2[C:35]([OH:37])=[O:36])=[C:4]1[C:24]([O:26][CH2:27][CH3:28])=[O:25], predict the reactants needed to synthesize it. The reactants are: Br[CH2:2][C:3]1[NH:8][C:7]([C:9]2[C:14]([F:15])=[CH:13][CH:12]=[CH:11][N:10]=2)=[N:6][CH:5]([C:16]2[CH:21]=[CH:20][C:19]([Cl:22])=[CH:18][C:17]=2[Cl:23])[C:4]=1[C:24]([O:26][CH2:27][CH3:28])=[O:25].[NH:29]1[CH2:34][CH2:33][O:32][CH2:31][CH:30]1[C:35]([OH:37])=[O:36].